This data is from Full USPTO retrosynthesis dataset with 1.9M reactions from patents (1976-2016). The task is: Predict the reactants needed to synthesize the given product. (1) Given the product [F:37][C:2]1([F:1])[O:6][C:5]2[CH:7]=[CH:8][C:9]([C:11]3([C:14]([NH:16][C:17]4[CH:22]=[C:21]([C:23]5[CH:24]=[C:25]([CH:33]=[CH:34][CH:35]=5)[C:26]([OH:28])=[O:27])[C:20]([CH3:36])=[CH:19][N:18]=4)=[O:15])[CH2:13][CH2:12]3)=[CH:10][C:4]=2[O:3]1, predict the reactants needed to synthesize it. The reactants are: [F:1][C:2]1([F:37])[O:6][C:5]2[CH:7]=[CH:8][C:9]([C:11]3([C:14]([NH:16][C:17]4[CH:22]=[C:21]([C:23]5[CH:24]=[C:25]([CH:33]=[CH:34][CH:35]=5)[C:26]([O:28]C(C)(C)C)=[O:27])[C:20]([CH3:36])=[CH:19][N:18]=4)=[O:15])[CH2:13][CH2:12]3)=[CH:10][C:4]=2[O:3]1.FC(F)(F)C(O)=O. (2) Given the product [OH:13][C:12]1[C:11]([CH3:14])=[CH:10][C:7]([C:8]([NH:2][OH:3])=[NH:9])=[CH:6][C:5]=1[CH3:4], predict the reactants needed to synthesize it. The reactants are: Cl.[NH2:2][OH:3].[CH3:4][C:5]1[CH:6]=[C:7]([CH:10]=[C:11]([CH3:14])[C:12]=1[OH:13])[C:8]#[N:9].Cl.